Dataset: Full USPTO retrosynthesis dataset with 1.9M reactions from patents (1976-2016). Task: Predict the reactants needed to synthesize the given product. Given the product [NH2:22][C:18]1[C:17]2[N:16]([C:15]([CH:23]3[CH2:26][CH2:25][CH2:24]3)=[N:14][C:13]=2[C:9]2[CH:8]=[C:7]([CH:12]=[CH:11][CH:10]=2)[O:6][CH2:5][C:4]2[CH:3]=[C:2]([NH:39][C:36](=[O:38])[CH3:37])[CH:29]=[CH:28][CH:27]=2)[CH:21]=[CH:20][N:19]=1, predict the reactants needed to synthesize it. The reactants are: Br[C:2]1[CH:3]=[C:4]([CH:27]=[CH:28][CH:29]=1)[CH2:5][O:6][C:7]1[CH:8]=[C:9]([C:13]2[N:14]=[C:15]([CH:23]3[CH2:26][CH2:25][CH2:24]3)[N:16]3[CH:21]=[CH:20][N:19]=[C:18]([NH2:22])[C:17]=23)[CH:10]=[CH:11][CH:12]=1.C(=O)([O-])[O-].[K+].[K+].[C:36]([NH2:39])(=[O:38])[CH3:37].CNCCNC.